Dataset: Reaction yield outcomes from USPTO patents with 853,638 reactions. Task: Predict the reaction yield, written as a fraction of the theoretical maximum amount of product (1.0 means a 100% yield; for example, 0.34 means a 34% yield). (1) The reactants are Br[C:2]1[C:3]([N:23]([CH3:28])[S:24]([CH3:27])(=[O:26])=[O:25])=[CH:4][C:5]2[O:9][C:8]([C:10]3[N:14]([CH:15]([CH3:17])[CH3:16])[N:13]=[CH:12][CH:11]=3)=[C:7]([C:18]([NH:20][CH3:21])=[O:19])[C:6]=2[CH:22]=1.[B:29]1([B:29]2[O:33][C:32]([CH3:35])([CH3:34])[C:31]([CH3:37])([CH3:36])[O:30]2)[O:33][C:32]([CH3:35])([CH3:34])[C:31]([CH3:37])([CH3:36])[O:30]1.CC([O-])=O.[K+]. The catalyst is O1CCOCC1.C1C=CC(P(C2C=CC=CC=2)[C-]2C=CC=C2)=CC=1.C1C=CC(P(C2C=CC=CC=2)[C-]2C=CC=C2)=CC=1.Cl[Pd]Cl.[Fe+2]. The product is [CH:15]([N:14]1[C:10]([C:8]2[O:9][C:5]3[CH:4]=[C:3]([N:23]([CH3:28])[S:24]([CH3:27])(=[O:26])=[O:25])[C:2]([B:29]4[O:33][C:32]([CH3:35])([CH3:34])[C:31]([CH3:37])([CH3:36])[O:30]4)=[CH:22][C:6]=3[C:7]=2[C:18]([NH:20][CH3:21])=[O:19])=[CH:11][CH:12]=[N:13]1)([CH3:17])[CH3:16]. The yield is 0.300. (2) The reactants are [CH:1]1([NH:7][C:8]([C:10]2[C:11](=[O:26])[C:12]3[C:17]([C:18]=2[C:19]2[CH:24]=[CH:23][CH:22]=[CH:21][CH:20]=2)=[CH:16][CH:15]=[C:14]([OH:25])[CH:13]=3)=[O:9])[CH2:6][CH2:5][CH2:4][CH2:3][CH2:2]1.O[CH2:28][CH2:29][N:30]1[CH2:35][CH2:34][O:33][CH2:32][CH2:31]1.C1(P(C2C=CC=CC=2)C2C=CC=CC=2)C=CC=CC=1.N(C(OC(C)C)=O)=NC(OC(C)C)=O. The catalyst is O1CCCCC1.C1C=CC=CC=1. The product is [CH:1]1([NH:7][C:8]([C:10]2[C:11](=[O:26])[C:12]3[C:17]([C:18]=2[C:19]2[CH:20]=[CH:21][CH:22]=[CH:23][CH:24]=2)=[CH:16][CH:15]=[C:14]([O:25][CH2:28][CH2:29][N:30]2[CH2:35][CH2:34][O:33][CH2:32][CH2:31]2)[CH:13]=3)=[O:9])[CH2:6][CH2:5][CH2:4][CH2:3][CH2:2]1. The yield is 0.883. (3) The reactants are [CH3:1][O:2][C:3]1[CH:4]=[C:5]([CH:16]=[CH:17][CH:18]=1)[CH2:6][NH:7][C:8]([C:10]1[CH:14]=[C:13](Br)[S:12][CH:11]=1)=[O:9].CC1(C)C(C)(C)OB([C:27]2[C:35]3[C:30](=[N:31][CH:32]=[CH:33][CH:34]=3)[N:29]([S:36]([C:39]3[CH:45]=[CH:44][C:42]([CH3:43])=[CH:41][CH:40]=3)(=[O:38])=[O:37])[CH:28]=2)O1.C(=O)([O-])[O-].[K+].[K+]. The catalyst is COCCOC.CCOC(C)=O.O.[Pd].C1(P(C2C=CC=CC=2)C2C=CC=CC=2)C=CC=CC=1.C1(P(C2C=CC=CC=2)C2C=CC=CC=2)C=CC=CC=1.C1(P(C2C=CC=CC=2)C2C=CC=CC=2)C=CC=CC=1.C1(P(C2C=CC=CC=2)C2C=CC=CC=2)C=CC=CC=1. The product is [CH3:1][O:2][C:3]1[CH:4]=[C:5]([CH:16]=[CH:17][CH:18]=1)[CH2:6][NH:7][C:8]([C:10]1[CH:14]=[C:13]([C:27]2[C:35]3[C:30](=[N:31][CH:32]=[CH:33][CH:34]=3)[N:29]([S:36]([C:39]3[CH:45]=[CH:44][C:42]([CH3:43])=[CH:41][CH:40]=3)(=[O:38])=[O:37])[CH:28]=2)[S:12][CH:11]=1)=[O:9]. The yield is 0.450. (4) The product is [CH3:24][N:25]([CH2:2][C:3]1[O:7][C:6]([C@H:8]2[CH2:13][CH2:12][C@H:11]([C:14]([O:16][CH3:17])=[O:15])[CH2:10][CH2:9]2)=[N:5][N:4]=1)[CH3:26]. The catalyst is C1COCC1. The reactants are Cl[CH2:2][C:3]1[O:7][C:6]([C@H:8]2[CH2:13][CH2:12][C@H:11]([C:14]([O:16][CH3:17])=[O:15])[CH2:10][CH2:9]2)=[N:5][N:4]=1.C(=O)([O-])[O-].[K+].[K+].[CH3:24][NH:25][CH3:26]. The yield is 0.580. (5) The reactants are [F:1][C:2]1[CH:10]=[CH:9][CH:8]=[C:7]([CH3:11])[C:3]=1[C:4]([OH:6])=O.O=S(Cl)Cl.CCN(CC)CC.[CH:23]1([NH2:26])[CH2:25][CH2:24]1. The catalyst is C1(C)C=CC=CC=1.C1COCC1. The product is [CH:23]1([NH:26][C:4](=[O:6])[C:3]2[C:7]([CH3:11])=[CH:8][CH:9]=[CH:10][C:2]=2[F:1])[CH2:25][CH2:24]1. The yield is 0.850.